Predict the product of the given reaction. From a dataset of Forward reaction prediction with 1.9M reactions from USPTO patents (1976-2016). (1) Given the reactants [C:1]([O:5][C:6]([NH:8][C@@H:9]([CH3:13])[C:10](O)=[O:11])=[O:7])([CH3:4])([CH3:3])[CH3:2].C[N:15]1CCOCC1.ClC(OCC(C)C)=O.[OH-].[NH4+], predict the reaction product. The product is: [NH2:15][C:10](=[O:11])[C@@H:9]([NH:8][C:6](=[O:7])[O:5][C:1]([CH3:4])([CH3:3])[CH3:2])[CH3:13]. (2) The product is: [CH2:16]([O:23][NH:24][C:12]([C:9]1[CH:8]=[CH:7][C:6]([N:1]2[CH2:2][CH2:3][CH2:4][CH2:5]2)=[CH:11][N:10]=1)=[O:14])[C:17]1[CH:22]=[CH:21][CH:20]=[CH:19][CH:18]=1. Given the reactants [N:1]1([C:6]2[CH:7]=[CH:8][C:9]([C:12]([OH:14])=O)=[N:10][CH:11]=2)[CH2:5][CH2:4][CH2:3][CH2:2]1.Cl.[CH2:16]([O:23][NH2:24])[C:17]1[CH:22]=[CH:21][CH:20]=[CH:19][CH:18]=1, predict the reaction product. (3) Given the reactants [C:1]([CH2:3]P(=O)(OCC)OCC)#[N:2].[H-].[Na+].[Cl:14][C:15]1[CH:16]=[C:17]2[C:21](=[CH:22][CH:23]=1)[N:20]([C:24]1[N:28]([CH3:29])[N:27]=[C:26]([CH3:30])[C:25]=1[CH:31]=O)[CH:19]=[CH:18]2.O, predict the reaction product. The product is: [Cl:14][C:15]1[CH:16]=[C:17]2[C:21](=[CH:22][CH:23]=1)[N:20]([C:24]1[N:28]([CH3:29])[N:27]=[C:26]([CH3:30])[C:25]=1/[CH:31]=[CH:3]/[C:1]#[N:2])[CH:19]=[CH:18]2. (4) Given the reactants Cl[C:2]1[CH:7]=[CH:6][C:5]([CH2:8][C:9]([OH:11])=[O:10])=[CH:4][C:3]=1[O:12][C:13]1[CH:18]=[CH:17][C:16]([S:19]([CH2:22][CH3:23])(=[O:21])=[O:20])=[CH:15][C:14]=1[C:24]#[N:25].[Cl:26]C1C=C(CC(O)=O)C=C(O)C=1, predict the reaction product. The product is: [Cl:26][C:7]1[CH:6]=[C:5]([CH2:8][C:9]([OH:11])=[O:10])[CH:4]=[C:3]([O:12][C:13]2[CH:18]=[CH:17][C:16]([S:19]([CH2:22][CH3:23])(=[O:21])=[O:20])=[CH:15][C:14]=2[C:24]#[N:25])[CH:2]=1. (5) The product is: [Cl:30][C:17]1[CH:16]=[C:15]([NH:14][C:11]2[C:12]3[S:13][C:5]([C:4]#[C:3][CH2:2][N:1]([CH2:31][CH3:32])[CH2:34][CH3:35])=[CH:6][C:7]=3[N:8]=[CH:9][N:10]=2)[CH:20]=[CH:19][C:18]=1[O:21][CH2:22][C:23]1[CH:28]=[CH:27][CH:26]=[C:25]([F:29])[CH:24]=1. Given the reactants [NH2:1][CH2:2][C:3]#[C:4][C:5]1[S:13][C:12]2[C:11]([NH:14][C:15]3[CH:20]=[CH:19][C:18]([O:21][CH2:22][C:23]4[CH:28]=[CH:27][CH:26]=[C:25]([F:29])[CH:24]=4)=[C:17]([Cl:30])[CH:16]=3)=[N:10][CH:9]=[N:8][C:7]=2[CH:6]=1.[CH:31](=O)[CH3:32].[C:34](O)(=O)[CH3:35].C(O[BH-](OC(=O)C)OC(=O)C)(=O)C.[Na+], predict the reaction product.